Dataset: Forward reaction prediction with 1.9M reactions from USPTO patents (1976-2016). Task: Predict the product of the given reaction. (1) Given the reactants [CH3:1][C:2]1[C:7]([CH2:8][C:9]([O:11][CH3:12])=[O:10])=[C:6]([C:13]2[CH:18]=[CH:17][C:16]([CH3:19])=[CH:15][CH:14]=2)[N:5]=[C:4]([N:20]2[CH2:25][CH2:24][CH2:23][CH2:22][CH2:21]2)[N:3]=1.[Li+].C[Si]([N-][Si](C)(C)C)(C)C.C1COCC1.[CH2:41](Br)[C:42]1[CH:47]=[CH:46][CH:45]=[CH:44][CH:43]=1, predict the reaction product. The product is: [CH3:1][C:2]1[C:7]([CH:8]([CH2:41][C:42]2[CH:47]=[CH:46][CH:45]=[CH:44][CH:43]=2)[C:9]([O:11][CH3:12])=[O:10])=[C:6]([C:13]2[CH:18]=[CH:17][C:16]([CH3:19])=[CH:15][CH:14]=2)[N:5]=[C:4]([N:20]2[CH2:21][CH2:22][CH2:23][CH2:24][CH2:25]2)[N:3]=1. (2) Given the reactants [CH3:1][C:2]1([CH3:11])[CH2:7][C:6](=[O:8])[CH2:5][C:4]([CH3:10])([CH3:9])[NH:3]1.OO.Cl.[CH:15](=[O:17])C, predict the reaction product. The product is: [CH3:15][O:17][N:3]1[C:4]([CH3:10])([CH3:9])[CH2:5][C:6](=[O:8])[CH2:7][C:2]1([CH3:11])[CH3:1].